This data is from Full USPTO retrosynthesis dataset with 1.9M reactions from patents (1976-2016). The task is: Predict the reactants needed to synthesize the given product. (1) Given the product [Cl:18][CH2:14][C:11]1[CH:10]=[CH:9][C:8]([O:1][C:2]2[CH:7]=[CH:6][CH:5]=[CH:4][CH:3]=2)=[N:13][CH:12]=1, predict the reactants needed to synthesize it. The reactants are: [O:1]([C:8]1[N:13]=[CH:12][C:11]([CH2:14]O)=[CH:10][CH:9]=1)[C:2]1[CH:7]=[CH:6][CH:5]=[CH:4][CH:3]=1.S(Cl)([Cl:18])=O.C(=O)(O)[O-].[Na+]. (2) Given the product [C:20]([C:2]1[CH:7]=[CH:6][CH:5]=[CH:4][C:3]=1[C:8]1([C:11]([O:13][CH3:14])=[O:12])[CH2:10][CH2:9]1)#[CH:21], predict the reactants needed to synthesize it. The reactants are: Br[C:2]1[CH:7]=[CH:6][CH:5]=[CH:4][C:3]=1[C:8]1([C:11]([O:13][CH3:14])=[O:12])[CH2:10][CH2:9]1.F[B-](F)(F)F.[C:20]([Si](C)(C)C)#[CH:21].CCN(CC)CC.